Dataset: Full USPTO retrosynthesis dataset with 1.9M reactions from patents (1976-2016). Task: Predict the reactants needed to synthesize the given product. (1) Given the product [CH3:1][O:2][C:3]1[CH:8]=[CH:7][C:6]([CH2:9][NH:32][CH2:33][C:34]([O:36][CH2:37][CH3:38])=[O:35])=[C:5]([N+:10]([O-:12])=[O:11])[CH:4]=1, predict the reactants needed to synthesize it. The reactants are: [CH3:1][O:2][C:3]1[CH:8]=[CH:7][C:6]([CH3:9])=[C:5]([N+:10]([O-:12])=[O:11])[CH:4]=1.C1C(C(OO)=O)=CC=CC=1.BrN1C(=O)CCC1=O.Cl.[NH2:32][CH2:33][C:34]([O:36][CH2:37][CH3:38])=[O:35].C(=O)([O-])O.[Na+]. (2) Given the product [CH2:24]1[C:23]2[C:28](=[CH:29][CH:30]=[N:21][CH:22]=2)[CH2:27][CH2:26][NH:25]1, predict the reactants needed to synthesize it. The reactants are: Br.S(OS(C(F)(F)F)(=O)=O)(C(F)(F)F)(=O)=O.C([N:21]1[CH2:30][CH2:29][C:28]2[C:23](=[CH:24][N:25]=[C:26](OC)[CH:27]=2)[CH2:22]1)(C)(C)C. (3) The reactants are: Cl[C:2]1[N:7]=[C:6]([CH3:8])[C:5]([CH:9]([CH2:14][CH2:15][CH3:16])[C:10]([O:12][CH3:13])=[O:11])=[C:4]([C:17]2[CH:22]=[CH:21][C:20]([CH3:23])=[CH:19][CH:18]=2)[N:3]=1.C(N(CC)C(C)C)(C)C.[I-].[Na+].[NH:35]1[C:43]2[C:38](=[CH:39][CH:40]=[CH:41][CH:42]=2)[CH2:37][CH2:36]1. Given the product [N:35]1([C:2]2[N:7]=[C:6]([CH3:8])[C:5]([CH:9]([CH2:14][CH2:15][CH3:16])[C:10]([O:12][CH3:13])=[O:11])=[C:4]([C:17]3[CH:22]=[CH:21][C:20]([CH3:23])=[CH:19][CH:18]=3)[N:3]=2)[C:43]2[C:38](=[CH:39][CH:40]=[CH:41][CH:42]=2)[CH2:37][CH2:36]1, predict the reactants needed to synthesize it. (4) Given the product [Cl:1][C:2]1[N:10]=[CH:9][C:8]([C:11]([F:14])([F:12])[F:13])=[CH:7][C:3]=1[C:4]([O:6][CH3:15])=[O:5], predict the reactants needed to synthesize it. The reactants are: [Cl:1][C:2]1[N:10]=[CH:9][C:8]([C:11]([F:14])([F:13])[F:12])=[CH:7][C:3]=1[C:4]([OH:6])=[O:5].[CH3:15][Si](C=[N+]=[N-])(C)C.